Dataset: Full USPTO retrosynthesis dataset with 1.9M reactions from patents (1976-2016). Task: Predict the reactants needed to synthesize the given product. (1) Given the product [Br:1][C:2]1[CH:7]=[C:6]([Cl:8])[CH:5]=[CH:4][C:3]=1[CH:9]=[O:10], predict the reactants needed to synthesize it. The reactants are: [Br:1][C:2]1[CH:7]=[C:6]([Cl:8])[CH:5]=[CH:4][C:3]=1[CH2:9][OH:10].C(N(C(C)C)CC)(C)C.CS(C)=O.N1C=CC=CC=1.S(=O)(=O)=O. (2) The reactants are: [H-].[Na+].[CH3:3][O:4][C:5]1[CH:6]=[C:7]([C:13]2[C:14]([CH3:20])([CH3:19])[C:15](=[O:18])[NH:16][N:17]=2)[CH:8]=[CH:9][C:10]=1[O:11][CH3:12].CC1C=CC(S(O[CH:32]2[CH2:37][CH2:36][N:35](C(OC(C)(C)C)=O)[CH2:34][CH2:33]2)(=O)=O)=CC=1.C1(C)C(S([O-])(=O)=O)=CC=CC=1.[Na+].OS(O)(=O)=O. Given the product [CH3:3][O:4][C:5]1[CH:6]=[C:7]([C:13]2[C:14]([CH3:20])([CH3:19])[C:15](=[O:18])[N:16]([CH:32]3[CH2:37][CH2:36][NH:35][CH2:34][CH2:33]3)[N:17]=2)[CH:8]=[CH:9][C:10]=1[O:11][CH3:12], predict the reactants needed to synthesize it. (3) Given the product [Cl:1][C:2]1[CH:7]=[CH:6][CH:5]=[CH:4][C:3]=1[C:8]1[C:10]2[C:11](=[N:12][C:13]([O:21][C:22]3[CH:27]=[CH:26][C:25]([F:28])=[CH:24][C:23]=3[F:29])=[CH:14][C:15]=2[NH:16][CH2:17][C@@H:18]([OH:20])[CH3:19])[NH:32][N:31]=1, predict the reactants needed to synthesize it. The reactants are: [Cl:1][C:2]1[CH:7]=[CH:6][CH:5]=[CH:4][C:3]=1[C:8]([C:10]1[C:11](F)=[N:12][C:13]([O:21][C:22]2[CH:27]=[CH:26][C:25]([F:28])=[CH:24][C:23]=2[F:29])=[CH:14][C:15]=1[NH:16][CH2:17][C@@H:18]([OH:20])[CH3:19])=O.[NH2:31][NH2:32]. (4) Given the product [F:44][C:45]1([F:50])[CH2:49][CH2:48][N:47]([C:8]([C:7]2[CH:6]=[CH:5][C:4]([B:1]([OH:2])[OH:3])=[CH:12][CH:11]=2)=[O:10])[CH2:46]1, predict the reactants needed to synthesize it. The reactants are: [B:1]([C:4]1[CH:12]=[CH:11][C:7]([C:8]([OH:10])=O)=[CH:6][CH:5]=1)([OH:3])[OH:2].Cl.CN(C)CCCN=C=NCC.ON1C2C=CC=CC=2N=N1.C(N(CC)C(C)C)(C)C.[F:44][C:45]1([F:50])[CH2:49][CH2:48][NH:47][CH2:46]1. (5) Given the product [F:34][C:2]([F:1])([F:33])[C:3]1[CH:4]=[C:5]([CH:26]=[C:27]([C:29]([F:32])([F:31])[F:30])[CH:28]=1)[C:6]([N:8]1[CH2:25][CH2:24][C:11]2([N:15]([C:16]3[CH:21]=[CH:20][CH:19]=[CH:18][C:17]=3[CH3:22])[C:14](=[O:23])[N:13]([CH2:39][CH2:38][CH2:37][N:36]([CH3:41])[CH3:35])[CH2:12]2)[CH2:10][CH2:9]1)=[O:7], predict the reactants needed to synthesize it. The reactants are: [F:1][C:2]([F:34])([F:33])[C:3]1[CH:4]=[C:5]([CH:26]=[C:27]([C:29]([F:32])([F:31])[F:30])[CH:28]=1)[C:6]([N:8]1[CH2:25][CH2:24][C:11]2([N:15]([C:16]3[CH:21]=[CH:20][CH:19]=[CH:18][C:17]=3[CH3:22])[C:14](=[O:23])[NH:13][CH2:12]2)[CH2:10][CH2:9]1)=[O:7].[CH3:35][N:36]([CH3:41])[CH2:37][CH2:38][CH2:39]Cl. (6) Given the product [C:1]([O:5][C:6]([N:8]1[CH2:12][CH2:11][C@H:10]([CH:13]=[CH2:15])[CH2:9]1)=[O:7])([CH3:4])([CH3:3])[CH3:2], predict the reactants needed to synthesize it. The reactants are: [C:1]([O:5][C:6]([N:8]1[CH2:12][CH2:11][C@H:10]([CH:13]=O)[CH2:9]1)=[O:7])([CH3:4])([CH3:3])[CH3:2].[CH2:15]1COCC1. (7) Given the product [CH3:44][C@H:45]1[NH:46][CH2:47][CH2:48][N:49]([C@H:3]([C:4]2[CH:9]=[CH:8][CH:7]=[CH:6][CH:5]=2)[C:2]([F:12])([F:11])[F:1])[CH2:50]1, predict the reactants needed to synthesize it. The reactants are: [F:1][C:2]([F:12])([F:11])[C@@H:3](O)[C:4]1[CH:9]=[CH:8][CH:7]=[CH:6][CH:5]=1.FC(F)(F)S(OS(C(F)(F)F)(=O)=O)(=O)=O.N1C(C)=CC=CC=1C.[O-]S(C(F)(F)F)(=O)=O.[CH3:44][C@@H:45]1[CH2:50][NH:49][CH2:48][CH2:47][NH:46]1. (8) Given the product [CH3:18][O:19][C:20]1[NH:22][C:14](=[O:15])[C:12]([NH:13][C:9](=[O:10])[CH2:2][C:3]2[CH:4]=[CH:5][CH:6]=[CH:7][CH:8]=2)=[CH:11][N:21]=1, predict the reactants needed to synthesize it. The reactants are: [Na].[CH2:2]([C:9]1[O:10][C:11](=O)[C:12](=[CH:14][OH:15])[N:13]=1)[C:3]1[CH:8]=[CH:7][CH:6]=[CH:5][CH:4]=1.Cl.[CH3:18][O:19][C:20](=[NH:22])[NH2:21]. (9) Given the product [OH:26][C@H:31]1[C@@H:30]([OH:29])[CH2:2][CH:1]([O:6][N:7]2[C:15](=[O:16])[C:14]3[C:9](=[CH:10][CH:11]=[CH:12][CH:13]=3)[C:8]2=[O:17])[CH2:5]1, predict the reactants needed to synthesize it. The reactants are: [CH:1]1([O:6][N:7]2[C:15](=[O:16])[C:14]3[C:9](=[CH:10][CH:11]=[CH:12][CH:13]=3)[C:8]2=[O:17])[CH2:5]C=C[CH2:2]1.C[N+]1([O-])CCOCC1.[O:26]1[CH2:31][CH2:30][O:29]CC1.O.